From a dataset of Forward reaction prediction with 1.9M reactions from USPTO patents (1976-2016). Predict the product of the given reaction. (1) The product is: [C:1]1([S:7]([CH:10]([NH2:29])[C:11]2[N:31]([CH3:30])[C:15]([C:17]([OH:19])=[O:18])=[C:14]([O:20][CH2:21][C:22]3[CH:27]=[CH:26][CH:25]=[CH:24][CH:23]=3)[C:13](=[O:28])[CH:12]=2)(=[O:9])=[O:8])[CH:6]=[CH:5][CH:4]=[CH:3][CH:2]=1. Given the reactants [C:1]1([S:7]([CH:10]([NH2:29])[C:11]2O[C:15]([C:17]([OH:19])=[O:18])=[C:14]([O:20][CH2:21][C:22]3[CH:27]=[CH:26][CH:25]=[CH:24][CH:23]=3)[C:13](=[O:28])[CH:12]=2)(=[O:9])=[O:8])[CH:6]=[CH:5][CH:4]=[CH:3][CH:2]=1.[CH3:30][NH2:31], predict the reaction product. (2) Given the reactants [F:1][C:2]1([F:27])[CH2:7][CH2:6][CH:5]([N:8]2[CH2:13][CH2:12][CH:11]([N:14]3[C:22](=[O:23])[C:21]4[C:20]([C:24]#[N:25])=[CH:19][C:18]([F:26])=[CH:17][C:16]=4[CH2:15]3)[CH2:10][CH2:9]2)[CH2:4][CH2:3]1.[OH2:28].N, predict the reaction product. The product is: [F:27][C:2]1([F:1])[CH2:7][CH2:6][CH:5]([N:8]2[CH2:9][CH2:10][CH:11]([N:14]3[C:22](=[O:23])[C:21]4[C:20]([C:24]([NH2:25])=[O:28])=[CH:19][C:18]([F:26])=[CH:17][C:16]=4[CH2:15]3)[CH2:12][CH2:13]2)[CH2:4][CH2:3]1. (3) Given the reactants C([O:4][CH2:5][C@@H:6]([N:8]1[C:13](=O)[CH:12]2[CH:10]([CH2:11]2)[C:9]1=O)[CH3:7])(=O)C.[H-].[H-].[H-].[H-].[Li+].[Al+3], predict the reaction product. The product is: [CH:10]12[CH2:11][CH:12]1[CH2:13][N:8]([C@@H:6]([CH3:7])[CH2:5][OH:4])[CH2:9]2. (4) Given the reactants C([O:8][C:9]1[C:14]([C:15]2[CH:20]=[CH:19][C:18]([CH3:21])=[CH:17][CH:16]=2)=[CH:13][C:12]([C:22]([O:24][CH3:25])=[O:23])=[CH:11][C:10]=1[C:26]([CH3:29])([CH3:28])[CH3:27])C1C=CC=CC=1.C[Si](I)(C)C, predict the reaction product. The product is: [C:26]([C:10]1[CH:11]=[C:12]([C:22]([O:24][CH3:25])=[O:23])[CH:13]=[C:14]([C:15]2[CH:20]=[CH:19][C:18]([CH3:21])=[CH:17][CH:16]=2)[C:9]=1[OH:8])([CH3:29])([CH3:27])[CH3:28]. (5) Given the reactants [ClH:1].[CH:2]1([C:5](=[O:32])[CH:6]([N:14]2[CH2:19][CH2:18][CH:17]([SH:20])/[C:16](=[CH:21]/[C:22]3[N:26]([CH2:27][C:28]([O:30]C)=[O:29])[N:25]=[N:24][CH:23]=3)/[CH2:15]2)[C:7]2[CH:12]=[CH:11][CH:10]=[CH:9][C:8]=2[F:13])[CH2:4][CH2:3]1.Cl, predict the reaction product. The product is: [ClH:1].[C:28]([CH2:27][N:26]1[C:22](/[CH:21]=[C:16]2\[CH2:15][N:14]([CH:6]([C:7]3[CH:12]=[CH:11][CH:10]=[CH:9][C:8]=3[F:13])[C:5]([CH:2]3[CH2:3][CH2:4]3)=[O:32])[CH2:19][CH2:18][CH:17]\2[SH:20])=[CH:23][N:24]=[N:25]1)([OH:30])=[O:29]. (6) Given the reactants [CH2:1]([O:8][C:9]1[CH:14]=[CH:13][C:12](CC(O)=O)=[C:11]([F:19])[CH:10]=1)[C:2]1[CH:7]=[CH:6][CH:5]=[CH:4][CH:3]=1.[C:20]([O:23]CC)(=[O:22])[CH3:21].[C:26]1([CH3:32])[CH:31]=CC=C[CH:27]=1, predict the reaction product. The product is: [C:20]([O:23][C:12]1[CH:13]=[CH:14][C:9]([O:8][CH2:1][C:2]2[CH:3]=[CH:4][CH:5]=[CH:6][CH:7]=2)=[C:10]([C:26]([CH3:32])([CH3:31])[CH3:27])[C:11]=1[F:19])(=[O:22])[CH3:21].